From a dataset of Forward reaction prediction with 1.9M reactions from USPTO patents (1976-2016). Predict the product of the given reaction. (1) Given the reactants [OH:1][C:2]1[CH:11]=[C:10]2[C:5]([C:6](=[O:12])[CH2:7][CH2:8][O:9]2)=[CH:4][CH:3]=1.[N:13]1([CH2:18][CH2:19]O)[CH:17]=[CH:16][N:15]=[CH:14]1.C1(P(C2C=CC=CC=2)C2C=CC=CC=2)C=CC=CC=1.N(C(OCC)=O)=NC(OCC)=O, predict the reaction product. The product is: [N:13]1([CH2:18][CH2:19][O:1][C:2]2[CH:11]=[C:10]3[C:5]([C:6](=[O:12])[CH2:7][CH2:8][O:9]3)=[CH:4][CH:3]=2)[CH:17]=[CH:16][N:15]=[CH:14]1. (2) Given the reactants [P+3]=[S:2].[CH:3]([NH2:5])=O.Br[CH:7]1[C:13](=O)[C:12]2[CH:15]=[CH:16][CH:17]=[CH:18][C:11]=2[O:10][C:9]2[CH:19]=[CH:20][CH:21]=[CH:22][C:8]1=2.[OH-].[Na+], predict the reaction product. The product is: [S:2]1[C:13]2[C:12]3[CH:15]=[CH:16][CH:17]=[CH:18][C:11]=3[O:10][C:9]3[CH:19]=[CH:20][CH:21]=[CH:22][C:8]=3[C:7]=2[N:5]=[CH:3]1. (3) Given the reactants Br[C:2]1[C:13]2[CH2:12][CH2:11][CH2:10][C:9]=2[CH:8]=[C:7]2[C:3]=1[CH2:4][CH:5]([CH3:15])[C:6]2=[O:14].C(OB([C:23]1[CH:28]=[CH:27][CH:26]=[CH:25][CH:24]=1)O)(C)(C)C.C(=O)([O-])[O-].[Na+].[Na+].O, predict the reaction product. The product is: [C:3]([C:23]1[CH:24]=[CH:25][C:26]([C:2]2[C:13]3[CH2:12][CH2:11][CH2:10][C:9]=3[CH:8]=[C:7]3[C:3]=2[CH2:4][CH:5]([CH3:15])[C:6]3=[O:14])=[CH:27][CH:28]=1)([CH3:7])([CH3:4])[CH3:2]. (4) The product is: [Br-:10].[CH2:11]([C:33]1[C:32]2[C:27](=[CH:28][CH:29]=[CH:30][CH:31]=2)[CH:26]=[C:25]([CH3:24])[C:34]=1[N+:3]1[C:2]([Cl:1])=[C:6]([Cl:7])[NH:5][CH:4]=1)[CH2:12][CH2:13][CH2:14][CH2:15][CH2:16][CH2:17][CH2:18][CH2:19][CH3:20]. Given the reactants [Cl:1][C:2]1[N:3]=[CH:4][NH:5][C:6]=1[Cl:7].[OH-].[K+].[Br:10][CH2:11][CH2:12][CH2:13][CH2:14][CH2:15][CH2:16][CH2:17][CH2:18][CH2:19][CH3:20].[K+].[Br-].Br[CH2:24][C:25]1[CH:34]=[CH:33][C:32]2[C:27](=[CH:28][CH:29]=[CH:30][CH:31]=2)[CH:26]=1, predict the reaction product. (5) Given the reactants [BH4-].[Na+].[Cl:3][C:4]1[C:5]([CH:10]=[O:11])=[N:6][N:7]([CH3:9])[CH:8]=1, predict the reaction product. The product is: [Cl:3][C:4]1[C:5]([CH2:10][OH:11])=[N:6][N:7]([CH3:9])[CH:8]=1. (6) Given the reactants [CH3:1][O:2][C:3]1[CH:8]=[C:7]([O:9][CH3:10])[CH:6]=[CH:5][C:4]=1[C:11]1[CH:16]=[CH:15][N:14]=[CH:13][CH:12]=1, predict the reaction product. The product is: [CH3:1][O:2][C:3]1[CH:8]=[C:7]([O:9][CH3:10])[CH:6]=[CH:5][C:4]=1[CH:11]1[CH2:12][CH2:13][NH:14][CH2:15][CH2:16]1. (7) Given the reactants [N:1]1[CH:6]=[CH:5][CH:4]=[CH:3][C:2]=1[C:7]1([C:13]#[N:14])[CH2:12][CH2:11][NH:10][CH2:9][CH2:8]1.[CH2:15]([S:18](Cl)(=[O:20])=[O:19])[CH2:16][CH3:17].[OH-].[Na+], predict the reaction product. The product is: [CH2:15]([S:18]([N:10]1[CH2:9][CH2:8][C:7]([C:2]2[CH:3]=[CH:4][CH:5]=[CH:6][N:1]=2)([C:13]#[N:14])[CH2:12][CH2:11]1)(=[O:20])=[O:19])[CH2:16][CH3:17]. (8) Given the reactants [C:1]([O:5][C:6]([N:8]([C@H:16]1[CH2:24][CH2:23][CH2:22][C@H:21]([OH:25])[C@@H:20]([OH:26])[C@H:19]([CH3:27])[O:18][C:17]1=[O:28])[C:9](=[O:15])[O:10][C:11]([CH3:14])([CH3:13])[CH3:12])=[O:7])([CH3:4])([CH3:3])[CH3:2].[CH3:29][C:30]1C=CC(S(O)(=O)=O)=C[CH:31]=1.C(=O)CC.[O-]S([O-])(=O)=O.[Mg+2], predict the reaction product. The product is: [CH2:30]([CH:31]1[O:26][C@H:20]2[C@H:19]([CH3:27])[O:18][C:17](=[O:28])[C@@H:16]([N:8]([C:9]([O:10][C:11]([CH3:14])([CH3:13])[CH3:12])=[O:15])[C:6](=[O:7])[O:5][C:1]([CH3:2])([CH3:3])[CH3:4])[CH2:24][CH2:23][CH2:22][C@@H:21]2[O:25]1)[CH3:29].